Task: Predict the reactants needed to synthesize the given product.. Dataset: Full USPTO retrosynthesis dataset with 1.9M reactions from patents (1976-2016) (1) Given the product [Cl:9][C:4]1[N:3]=[C:2]([NH2:1])[N:7]=[C:6]([NH:15][C:12]2([CH3:11])[CH2:14][CH2:13]2)[CH:5]=1, predict the reactants needed to synthesize it. The reactants are: [NH2:1][C:2]1[N:7]=[C:6](Cl)[CH:5]=[C:4]([Cl:9])[N:3]=1.Cl.[CH3:11][C:12]1([NH2:15])[CH2:14][CH2:13]1.C[O-].[Na+]. (2) Given the product [F:19][C:17]1[CH:16]=[CH:15][C:14]2[N:20]([C:21]3[N:29]=[C:28]4[C:24]([NH:25][C:26](=[O:41])[N:27]4[C@H:30]4[C:39]5[C:34](=[C:35]([F:40])[CH:36]=[CH:37][CH:38]=5)[O:33][CH2:32][CH2:31]4)=[CH:23][N:22]=3)[CH:1]=[N:12][C:13]=2[CH:18]=1, predict the reactants needed to synthesize it. The reactants are: [CH3:1]C1C=CC(S(O)(=O)=O)=CC=1.[NH2:12][C:13]1[CH:18]=[C:17]([F:19])[CH:16]=[CH:15][C:14]=1[NH:20][C:21]1[N:29]=[C:28]2[C:24]([NH:25][C:26](=[O:41])[N:27]2[C@H:30]2[C:39]3[C:34](=[C:35]([F:40])[CH:36]=[CH:37][CH:38]=3)[O:33][CH2:32][CH2:31]2)=[CH:23][N:22]=1. (3) Given the product [Br:3][C:4]1[CH:13]=[C:12]2[C:7]([CH:8]([OH:20])[CH2:9][CH:10]([C:14]3[CH:19]=[CH:18][CH:17]=[CH:16][CH:15]=3)[O:11]2)=[CH:6][CH:5]=1, predict the reactants needed to synthesize it. The reactants are: [BH4-].[Na+].[Br:3][C:4]1[CH:13]=[C:12]2[C:7]([C:8](=[O:20])[CH2:9][CH:10]([C:14]3[CH:19]=[CH:18][CH:17]=[CH:16][CH:15]=3)[O:11]2)=[CH:6][CH:5]=1.